Dataset: NCI-60 drug combinations with 297,098 pairs across 59 cell lines. Task: Regression. Given two drug SMILES strings and cell line genomic features, predict the synergy score measuring deviation from expected non-interaction effect. Drug 1: CN1C2=C(C=C(C=C2)N(CCCl)CCCl)N=C1CCCC(=O)O.Cl. Drug 2: CC1CCCC2(C(O2)CC(NC(=O)CC(C(C(=O)C(C1O)C)(C)C)O)C(=CC3=CSC(=N3)C)C)C. Cell line: HOP-62. Synergy scores: CSS=30.5, Synergy_ZIP=9.92, Synergy_Bliss=6.85, Synergy_Loewe=-22.4, Synergy_HSA=-1.65.